From a dataset of Full USPTO retrosynthesis dataset with 1.9M reactions from patents (1976-2016). Predict the reactants needed to synthesize the given product. (1) Given the product [Cl:10][C:3]1[C:4]([CH3:9])=[C:5]([F:8])[CH:6]=[CH:7][C:2]=1[C:11]#[N:12], predict the reactants needed to synthesize it. The reactants are: Br[C:2]1[C:3]([Cl:10])=[C:4]([CH3:9])[C:5]([F:8])=[CH:6][CH:7]=1.[CH3:11][N:12](C=O)C. (2) Given the product [Cl:6][C:7]1[CH:8]=[C:9]([CH:25]=[CH:26][CH:27]=1)[CH2:10][C:11]1[C:12]([CH3:24])=[N:13][C:14]2[N:15]([N:18]=[CH:19][C:20]=2[C:21]([NH:5][CH2:4][CH2:3][S:2][CH3:1])=[O:22])[C:16]=1[CH3:17], predict the reactants needed to synthesize it. The reactants are: [CH3:1][S:2][CH2:3][CH2:4][NH2:5].[Cl:6][C:7]1[CH:8]=[C:9]([CH:25]=[CH:26][CH:27]=1)[CH2:10][C:11]1[C:12]([CH3:24])=[N:13][C:14]2[N:15]([N:18]=[CH:19][C:20]=2[C:21](O)=[O:22])[C:16]=1[CH3:17]. (3) Given the product [C:20]1([C:23]2[CH:8]=[CH:9][CH:4]=[CH:5][CH:6]=2)[CH:21]=[CH:22][C:17](/[CH:16]=[N:15]/[O:14][CH2:13][CH2:12][CH2:11][O:10][C:7]2[CH:8]=[CH:9][C:4]([C:3]([OH:2])=[O:41])=[C:5]([NH:27][C:28](=[O:40])[C:29]3[CH:30]=[CH:31][C:32]([O:35][C:36]([F:37])([F:38])[F:39])=[CH:33][CH:34]=3)[CH:6]=2)=[CH:18][CH:19]=1, predict the reactants needed to synthesize it. The reactants are: C[O:2][C:3](=[O:41])[C:4]1[CH:9]=[CH:8][C:7]([O:10][CH2:11][CH2:12][CH2:13][O:14]/[N:15]=[CH:16]/[C:17]2[CH:22]=[CH:21][C:20]([C:23](F)(F)F)=[CH:19][CH:18]=2)=[CH:6][C:5]=1[NH:27][C:28](=[O:40])[C:29]1[CH:34]=[CH:33][C:32]([O:35][C:36]([F:39])([F:38])[F:37])=[CH:31][CH:30]=1.CO.[OH-].[Li+]. (4) Given the product [OH:34][C@@H:32]([CH3:33])[CH2:31][N:30]1[C:12]([C:13]2[CH:18]=[CH:17][CH:16]=[CH:15][CH:14]=2)=[C:11]2[C:6]([N:7]([CH3:22])[C:8](=[O:21])[N:9]([CH3:20])[C:10]2=[O:19])=[CH:5]1, predict the reactants needed to synthesize it. The reactants are: NCCN1[C:12]([C:13]2[CH:18]=[CH:17][CH:16]=[CH:15][CH:14]=2)=[C:11]2[C:6]([N:7]([CH3:22])[C:8](=[O:21])[N:9]([CH3:20])[C:10]2=[O:19])=[CH:5]1.C(N(CC)CC)C.[NH2:30][CH2:31][C@@H:32]([OH:34])[CH3:33]. (5) Given the product [CH2:8]([C:15]1[CH:16]=[C:17]([CH2:21][OH:22])[S:18][C:19]=1[Cl:20])[C:9]1[CH:10]=[CH:11][CH:12]=[CH:13][CH:14]=1, predict the reactants needed to synthesize it. The reactants are: [AlH4-].[Li+].C1COCC1.[CH2:8]([C:15]1[CH:16]=[C:17]([C:21](OC)=[O:22])[S:18][C:19]=1[Cl:20])[C:9]1[CH:14]=[CH:13][CH:12]=[CH:11][CH:10]=1. (6) Given the product [Br:12][C:9]1[NH:8][C:7]([C:5]2[S:6][C:2]([CH3:1])=[CH:3][N:4]=2)=[CH:11][CH:10]=1, predict the reactants needed to synthesize it. The reactants are: [CH3:1][C:2]1[S:6][C:5]([C:7]2[NH:8][CH:9]=[CH:10][CH:11]=2)=[N:4][CH:3]=1.[Br:12]N1C(=O)CCC1=O.O. (7) The reactants are: [NH2:1][CH2:2][CH2:3][CH2:4][NH2:5].Cl[CH2:7][C:8]1[CH:13]=[CH:12][CH:11]=[CH:10][N:9]=1.[OH-].[Na+]. Given the product [N:9]1[CH:10]=[CH:11][CH:12]=[CH:13][C:8]=1[CH2:7][NH:1][CH2:2][CH2:3][CH2:4][NH:5][CH2:7][C:8]1[CH:13]=[CH:12][CH:11]=[CH:10][N:9]=1, predict the reactants needed to synthesize it. (8) The reactants are: C1(C)C=CC=CC=1P(C1C=CC=CC=1C)C1C=CC=CC=1C.Br[C:24]1[CH:25]=[C:26]2[C:30](=[CH:31][CH:32]=1)[NH:29][CH:28]=[CH:27]2.[CH2:33]=[CH:34][C:35]1[CH:40]=[CH:39][CH:38]=[CH:37][CH:36]=1. Given the product [CH:33]([C:24]1[CH:25]=[C:26]2[C:30](=[CH:31][CH:32]=1)[NH:29][CH:28]=[CH:27]2)=[CH:34][C:35]1[CH:40]=[CH:39][CH:38]=[CH:37][CH:36]=1, predict the reactants needed to synthesize it. (9) Given the product [Cl:1][C:2]1[CH:22]=[CH:21][C:5]2[N:6]([CH2:18][C:19]#[N:20])[C:7](=[O:17])[CH2:8][N:9]3[C:30](=[O:31])[C@@H:29]([O:28][C:27]4[CH:33]=[C:34]([O:36][CH3:37])[CH:35]=[C:25]([O:24][CH3:23])[CH:26]=4)[C@:10]3([C:11]3[CH:12]=[CH:13][CH:14]=[CH:15][CH:16]=3)[C:4]=2[CH:3]=1, predict the reactants needed to synthesize it. The reactants are: [Cl:1][C:2]1[CH:22]=[CH:21][C:5]2[N:6]([CH2:18][C:19]#[N:20])[C:7](=[O:17])[CH2:8][N:9]=[C:10]([C:11]3[CH:16]=[CH:15][CH:14]=[CH:13][CH:12]=3)[C:4]=2[CH:3]=1.[CH3:23][O:24][C:25]1[CH:26]=[C:27]([CH:33]=[C:34]([O:36][CH3:37])[CH:35]=1)[O:28][CH2:29][C:30](O)=[O:31].